This data is from Forward reaction prediction with 1.9M reactions from USPTO patents (1976-2016). The task is: Predict the product of the given reaction. (1) Given the reactants [F:1][C:2]([F:25])([F:24])[C:3]1[CH:4]=[C:5]([C:9]2[CH:10]=[CH:11][C:12]3[S:19](=[O:21])(=[O:20])[N:18]4[CH2:22][C@H:15]([CH2:16][CH2:17]4)[NH:14][C:13]=3[N:23]=2)[CH:6]=[CH:7][CH:8]=1.[H-].[Na+].C1([O:34][C:35](=O)[NH:36][C:37]2[CH:38]=[N:39][CH:40]=[C:41]([F:43])[CH:42]=2)C=CC=CC=1.O, predict the reaction product. The product is: [F:43][C:41]1[CH:42]=[C:37]([NH:36][C:35]([N:14]2[C:13]3[N:23]=[C:9]([C:5]4[CH:6]=[CH:7][CH:8]=[C:3]([C:2]([F:1])([F:24])[F:25])[CH:4]=4)[CH:10]=[CH:11][C:12]=3[S:19](=[O:21])(=[O:20])[N:18]3[CH2:22][C@@H:15]2[CH2:16][CH2:17]3)=[O:34])[CH:38]=[N:39][CH:40]=1. (2) Given the reactants Br[C:2]1[CH:7]=[CH:6][CH:5]=[CH:4][C:3]=1[CH2:8][C:9]([OH:11])=[O:10].[CH3:12][C:13]1[CH:19]=[CH:18][CH:17]=[C:16]([CH3:20])[C:14]=1[NH2:15], predict the reaction product. The product is: [CH3:12][C:13]1[CH:19]=[CH:18][CH:17]=[C:16]([CH3:20])[C:14]=1[NH:15][C:2]1[CH:7]=[CH:6][CH:5]=[CH:4][C:3]=1[CH2:8][C:9]([OH:11])=[O:10]. (3) Given the reactants Cl[C:2]1[N:7]=[C:6]([O:8][C:9]2[CH:10]=[C:11]3[C:16](=[CH:17][CH:18]=2)[C:15]([C:19]([NH:21][CH2:22][CH2:23][N:24]2[CH2:29][CH2:28][O:27][CH2:26][CH2:25]2)=[O:20])=[CH:14][CH:13]=[CH:12]3)[CH:5]=[CH:4][N:3]=1.[N:30]1([CH2:35][CH2:36][NH2:37])[CH2:34][CH2:33][CH2:32][CH2:31]1.CNC1N=CN=C(OC2C=C3C(=CC=2)C(C(NCCN2CCOCC2)=O)=CC=C3)C=1, predict the reaction product. The product is: [N:24]1([CH2:23][CH2:22][NH:21][C:19]([C:15]2[C:16]3[C:11](=[CH:10][C:9]([O:8][C:6]4[CH:5]=[CH:4][N:3]=[C:2]([NH:37][CH2:36][CH2:35][N:30]5[CH2:34][CH2:33][CH2:32][CH2:31]5)[N:7]=4)=[CH:18][CH:17]=3)[CH:12]=[CH:13][CH:14]=2)=[O:20])[CH2:29][CH2:28][O:27][CH2:26][CH2:25]1. (4) Given the reactants Cl[C:2]1[CH:7]=[CH:6][C:5]([N+:8]([O-:10])=[O:9])=[CH:4][N:3]=1.[C:11]([O:15][C:16]([N:18]1[CH2:23][CH2:22][NH:21][CH2:20][CH2:19]1)=[O:17])([CH3:14])([CH3:13])[CH3:12].C(N(CC)CC)C.C(OCC)(=O)C, predict the reaction product. The product is: [C:11]([O:15][C:16]([N:18]1[CH2:23][CH2:22][N:21]([C:2]2[CH:7]=[CH:6][C:5]([N+:8]([O-:10])=[O:9])=[CH:4][N:3]=2)[CH2:20][CH2:19]1)=[O:17])([CH3:14])([CH3:12])[CH3:13]. (5) Given the reactants [F:1][C:2]([F:17])([F:16])[C:3]1[CH:8]=[CH:7][C:6]([C:9]2[CH:14]=[CH:13][C:12]([NH2:15])=[CH:11][CH:10]=2)=[CH:5][CH:4]=1.N1C=CC=CC=1.[CH3:24][S:25](Cl)(=[O:27])=[O:26], predict the reaction product. The product is: [F:1][C:2]([F:16])([F:17])[C:3]1[CH:8]=[CH:7][C:6]([C:9]2[CH:14]=[CH:13][C:12]([NH:15][S:25]([CH3:24])(=[O:27])=[O:26])=[CH:11][CH:10]=2)=[CH:5][CH:4]=1. (6) Given the reactants [NH:1]1[CH:5]=[C:4]([CH:6]=O)[N:3]=[CH:2]1.[H-].[Na+].[CH3:10][Si:11]([CH2:14][CH2:15][O:16][CH2:17]Cl)([CH3:13])[CH3:12].N1C=CN=[C:20]1[CH:24]=O.[N:26]([CH2:29][C:30]([O-:32])=[O:31])=[N+]=[N-].[O-]CC.[Na+].[Cl-].[NH4+], predict the reaction product. The product is: [CH3:10][Si:11]([CH3:13])([CH3:12])[CH2:14][CH2:15][O:16][CH2:17][N:3]1[C:4]2[CH:6]=[C:29]([C:30]([O:32][CH2:20][CH3:24])=[O:31])[NH:26][C:5]=2[N:1]=[CH:2]1.